This data is from Full USPTO retrosynthesis dataset with 1.9M reactions from patents (1976-2016). The task is: Predict the reactants needed to synthesize the given product. Given the product [CH2:1]([O:3][C:4](=[O:30])[CH:5]=[CH:6][C@@H:7]([CH3:29])[C@@H:8]([O:21][Si:22]([C:25]([CH3:28])([CH3:27])[CH3:26])([CH3:24])[CH3:23])[CH2:9][C@H:10]([O:13][Si:14]([C:17]([CH3:20])([CH3:18])[CH3:19])([CH3:16])[CH3:15])[CH:11]=[O:12])[CH3:2], predict the reactants needed to synthesize it. The reactants are: [CH2:1]([O:3][C:4](=[O:30])[CH:5]=[CH:6][C@@H:7]([CH3:29])[C@@H:8]([O:21][Si:22]([C:25]([CH3:28])([CH3:27])[CH3:26])([CH3:24])[CH3:23])[CH2:9][C@H:10]([O:13][Si:14]([C:17]([CH3:20])([CH3:19])[CH3:18])([CH3:16])[CH3:15])[CH2:11][OH:12])[CH3:2].CC(OI1(OC(C)=O)(OC(C)=O)OC(=O)C2C=CC=CC1=2)=O.